Task: Regression/Classification. Given a drug SMILES string, predict its toxicity properties. Task type varies by dataset: regression for continuous values (e.g., LD50, hERG inhibition percentage) or binary classification for toxic/non-toxic outcomes (e.g., AMES mutagenicity, cardiotoxicity, hepatotoxicity). Dataset: ld50_zhu.. Dataset: Acute oral toxicity (LD50) regression data from Zhu et al. (1) The compound is CCOP(=O)(OCC)SC(Cl)=CCl. The rat oral LD50 is 3.25, given as -log10 of the dose in mol/kg body weight (higher means more acutely toxic). (2) The drug is CC(C)C1CCC2CC(O)CCC2C1. The rat oral LD50 is 1.67, given as -log10 of the dose in mol/kg body weight (higher means more acutely toxic). (3) The molecule is CCC(O)CO. The rat oral LD50 is 0.751, given as -log10 of the dose in mol/kg body weight (higher means more acutely toxic). (4) The rat oral LD50 is 1.92, given as -log10 of the dose in mol/kg body weight (higher means more acutely toxic). The drug is CCCC(=NOCC)C1=C(O)CC(C2CCCSC2)CC1=O. (5) The compound is CCCS. The rat oral LD50 is 1.63, given as -log10 of the dose in mol/kg body weight (higher means more acutely toxic). (6) The compound is Cc1ncsc1C. The rat oral LD50 is 2.07, given as -log10 of the dose in mol/kg body weight (higher means more acutely toxic). (7) The compound is CCCC(C)CO. The rat oral LD50 is 1.86, given as -log10 of the dose in mol/kg body weight (higher means more acutely toxic). (8) The drug is O=c1nn[nH]c2ccccc12. The rat oral LD50 is 2.39, given as -log10 of the dose in mol/kg body weight (higher means more acutely toxic).